From a dataset of TCR-epitope binding with 47,182 pairs between 192 epitopes and 23,139 TCRs. Binary Classification. Given a T-cell receptor sequence (or CDR3 region) and an epitope sequence, predict whether binding occurs between them. (1) The epitope is KLGGALQAK. The TCR CDR3 sequence is CATSATVYNEQFF. Result: 1 (the TCR binds to the epitope). (2) The epitope is RQLLFVVEV. The TCR CDR3 sequence is CASSLLAGEAGELFF. Result: 0 (the TCR does not bind to the epitope). (3) The epitope is NEGVKAAW. The TCR CDR3 sequence is CASSLGSGNYGYTF. Result: 0 (the TCR does not bind to the epitope).